From a dataset of Forward reaction prediction with 1.9M reactions from USPTO patents (1976-2016). Predict the product of the given reaction. (1) Given the reactants [CH3:1][O:2][C:3]1[CH:4]=[C:5]([C:9]2([CH2:15][NH:16][C:17]([NH:19][C:20]3[C:25]([CH:26]([CH3:28])[CH3:27])=[CH:24][CH:23]=[CH:22][C:21]=3[CH:29]([CH3:31])[CH3:30])=[O:18])[CH2:14][CH2:13][NH:12][CH2:11][CH2:10]2)[CH:6]=[CH:7][CH:8]=1.C=O.[C:34]([BH3-])#N.[Na+].O, predict the reaction product. The product is: [CH3:34][N:12]1[CH2:11][CH2:10][C:9]([CH2:15][NH:16][C:17]([NH:19][C:20]2[C:21]([CH:29]([CH3:31])[CH3:30])=[CH:22][CH:23]=[CH:24][C:25]=2[CH:26]([CH3:27])[CH3:28])=[O:18])([C:5]2[CH:6]=[CH:7][CH:8]=[C:3]([O:2][CH3:1])[CH:4]=2)[CH2:14][CH2:13]1. (2) Given the reactants [C:1](=[N:14][C:15]1[CH:22]=[C:21]([CH3:23])[CH:20]=[CH:19][C:16]=1[C:17]#[N:18])([C:8]1[CH:13]=[CH:12][CH:11]=[CH:10][CH:9]=1)[C:2]1[CH:7]=[CH:6][CH:5]=[CH:4][CH:3]=1.[Br:24]N1C(=O)CCC1=O.C(OOC(=O)C1C=CC=CC=1)(=O)C1C=CC=CC=1, predict the reaction product. The product is: [C:1](=[N:14][C:15]1[CH:22]=[C:21]([CH2:23][Br:24])[CH:20]=[CH:19][C:16]=1[C:17]#[N:18])([C:8]1[CH:13]=[CH:12][CH:11]=[CH:10][CH:9]=1)[C:2]1[CH:3]=[CH:4][CH:5]=[CH:6][CH:7]=1. (3) Given the reactants C1(P(C2C=CC=CC=2)C2C=CC=CC=2)C=CC=CC=1.[Br:20]Br.[CH3:22][O:23][CH2:24][C:25]1[N:29]=[C:28]([C:30]2[CH:35]=[CH:34][CH:33]=[CH:32][C:31]=2[CH2:36]O)[O:27][N:26]=1, predict the reaction product. The product is: [Br:20][CH2:36][C:31]1[CH:32]=[CH:33][CH:34]=[CH:35][C:30]=1[C:28]1[O:27][N:26]=[C:25]([CH2:24][O:23][CH3:22])[N:29]=1. (4) Given the reactants [N:1]1[C:5]2[CH:6]=[CH:7][CH:8]=[CH:9][C:4]=2[NH:3][C:2]=1[SH:10].C(N(CC)CC)C.Br[CH2:19][CH2:20][CH2:21][C:22]([O:24][CH2:25][CH3:26])=[O:23].O, predict the reaction product. The product is: [N:1]1[C:5]2[CH:6]=[CH:7][CH:8]=[CH:9][C:4]=2[NH:3][C:2]=1[S:10][CH2:19][CH2:20][CH2:21][C:22]([O:24][CH2:25][CH3:26])=[O:23]. (5) Given the reactants CC1(C)C2C(=C(P(C3C=CC=CC=3)C3C=CC=CC=3)C=CC=2)OC2C(P(C3C=CC=CC=3)C3C=CC=CC=3)=CC=CC1=2.Br[C:44]1[CH:45]=[CH:46][C:47]([O:79][CH3:80])=[C:48]([N:50]2[C:59]3[C:54](=[CH:55][C:56]([S:60]([N:63]([C:73]4[CH:77]=[CH:76][O:75][N:74]=4)[CH2:64][C:65]4[CH:70]=[CH:69][C:68]([O:71][CH3:72])=[CH:67][CH:66]=4)(=[O:62])=[O:61])=[CH:57][CH:58]=3)[CH:53]=[CH:52][C:51]2=[O:78])[CH:49]=1.C[Si]([CH2:85][C:86]#[N:87])(C)C, predict the reaction product. The product is: [C:86]([CH2:85][C:44]1[CH:45]=[CH:46][C:47]([O:79][CH3:80])=[C:48]([N:50]2[C:59]3[C:54](=[CH:55][C:56]([S:60]([N:63]([C:73]4[CH:77]=[CH:76][O:75][N:74]=4)[CH2:64][C:65]4[CH:70]=[CH:69][C:68]([O:71][CH3:72])=[CH:67][CH:66]=4)(=[O:62])=[O:61])=[CH:57][CH:58]=3)[CH:53]=[CH:52][C:51]2=[O:78])[CH:49]=1)#[N:87].